Dataset: Full USPTO retrosynthesis dataset with 1.9M reactions from patents (1976-2016). Task: Predict the reactants needed to synthesize the given product. (1) Given the product [CH3:15][O:1][CH:2]=[C:3]([C:8]1[CH:13]=[CH:12][CH:11]=[CH:10][C:9]=1[CH3:14])[C:4]([O:6][CH3:7])=[O:5], predict the reactants needed to synthesize it. The reactants are: [OH:1][CH:2]=[C:3]([C:8]1[CH:13]=[CH:12][CH:11]=[CH:10][C:9]=1[CH3:14])[C:4]([O:6][CH3:7])=[O:5].[C:15](=O)([O-])[O-].[K+].[K+].S(OC)(OC)(=O)=O. (2) Given the product [Cl:28][C:29]1[CH:30]=[N:31][CH:32]=[CH:33][C:34]=1[C:2]1[N:7]=[C:6]([CH3:8])[N:5]=[C:4]([N:9]([CH2:19][C:20]2[CH:25]=[CH:24][C:23]([O:26][CH3:27])=[CH:22][CH:21]=2)[CH2:10][C:11]2[CH:16]=[CH:15][C:14]([O:17][CH3:18])=[CH:13][CH:12]=2)[N:3]=1, predict the reactants needed to synthesize it. The reactants are: I[C:2]1[N:7]=[C:6]([CH3:8])[N:5]=[C:4]([N:9]([CH2:19][C:20]2[CH:25]=[CH:24][C:23]([O:26][CH3:27])=[CH:22][CH:21]=2)[CH2:10][C:11]2[CH:16]=[CH:15][C:14]([O:17][CH3:18])=[CH:13][CH:12]=2)[N:3]=1.[Cl:28][C:29]1[CH:30]=[N:31][CH:32]=[CH:33][C:34]=1B(O)O.C(=O)([O-])[O-].[Cs+].[Cs+]. (3) Given the product [CH2:1]([O:8][C:9]1[CH:10]=[C:11]2[C:16](=[CH:17][C:18]=1[O:19][CH3:20])[CH:15](/[CH:21]=[CH:22]/[C:23]1[CH:28]=[C:27]([O:29][CH2:30][C:31]3[CH:32]=[CH:33][CH:34]=[CH:35][CH:36]=3)[C:26]([O:37][CH3:38])=[CH:25][C:24]=1[CH3:39])[N:14]([C:45]([NH:44][C:40]([CH3:43])([CH3:42])[CH3:41])=[O:46])[CH2:13][CH2:12]2)[C:2]1[CH:7]=[CH:6][CH:5]=[CH:4][CH:3]=1, predict the reactants needed to synthesize it. The reactants are: [CH2:1]([O:8][C:9]1[CH:10]=[C:11]2[C:16](=[CH:17][C:18]=1[O:19][CH3:20])[CH:15](/[CH:21]=[CH:22]/[C:23]1[CH:28]=[C:27]([O:29][CH2:30][C:31]3[CH:36]=[CH:35][CH:34]=[CH:33][CH:32]=3)[C:26]([O:37][CH3:38])=[CH:25][C:24]=1[CH3:39])[NH:14][CH2:13][CH2:12]2)[C:2]1[CH:7]=[CH:6][CH:5]=[CH:4][CH:3]=1.[C:40]([N:44]=[C:45]=[O:46])([CH3:43])([CH3:42])[CH3:41]. (4) Given the product [C:1]([CH2:3][NH:4][C:5]([C:7]1([NH:13][C:28](=[O:29])[C:27]2[CH:26]=[CH:25][C:24]([CH:21]3[CH2:20][CH2:19][N:18]([CH:15]([CH3:16])[CH3:17])[CH2:23][CH2:22]3)=[CH:32][CH:31]=2)[CH2:12][CH2:11][CH2:10][CH2:9][CH2:8]1)=[O:6])#[N:2], predict the reactants needed to synthesize it. The reactants are: [C:1]([CH2:3][NH:4][C:5]([C:7]1([NH2:13])[CH2:12][CH2:11][CH2:10][CH2:9][CH2:8]1)=[O:6])#[N:2].Cl.[CH:15]([N:18]1[CH2:23][CH2:22][CH:21]([C:24]2[CH:32]=[CH:31][C:27]([C:28](O)=[O:29])=[CH:26][CH:25]=2)[CH2:20][CH2:19]1)([CH3:17])[CH3:16].C1C=CC2N(O)N=NC=2C=1.C(N(CC)CC)C. (5) Given the product [CH2:22]([O:24][C:25]([C:27]1[CH:32]=[C:31]([C:7]2[CH2:8][CH2:9][N:10]([C:13]([O:15][C:16]([CH3:19])([CH3:18])[CH3:17])=[O:14])[CH2:11][CH:12]=2)[CH:30]=[CH:29][CH:28]=1)=[O:26])[CH3:23], predict the reactants needed to synthesize it. The reactants are: FC(F)(F)S(O[C:7]1[CH2:8][CH2:9][N:10]([C:13]([O:15][C:16]([CH3:19])([CH3:18])[CH3:17])=[O:14])[CH2:11][CH:12]=1)(=O)=O.[CH2:22]([O:24][C:25]([C:27]1[CH:28]=[C:29](B(O)O)[CH:30]=[CH:31][CH:32]=1)=[O:26])[CH3:23].[Cl-].[Li+].C([O-])([O-])=O.[Na+].[Na+]. (6) Given the product [CH2:1]([O:8][C:9]([N:11]1[CH2:16][CH:15]([O:17][Si:18]([CH:25]([CH3:27])[CH3:26])([CH:22]([CH3:24])[CH3:23])[CH:19]([CH3:21])[CH3:20])[CH:14]([C:28]2[CH:33]=[CH:32][C:31]([CH2:34][O:59][CH2:58][CH2:57][O:56][C:55]3[CH:60]=[C:61]([F:64])[CH:62]=[CH:63][C:54]=3[F:53])=[CH:30][CH:29]=2)[CH:13]([O:36][CH2:37][C:38]2[CH:39]=[CH:40][C:41]3[O:46][CH2:45][CH2:44][N:43]([CH2:47][CH2:48][CH2:49][O:50][CH3:51])[C:42]=3[CH:52]=2)[CH2:12]1)=[O:10])[C:2]1[CH:7]=[CH:6][CH:5]=[CH:4][CH:3]=1, predict the reactants needed to synthesize it. The reactants are: [CH2:1]([O:8][C:9]([N:11]1[CH2:16][CH:15]([O:17][Si:18]([CH:25]([CH3:27])[CH3:26])([CH:22]([CH3:24])[CH3:23])[CH:19]([CH3:21])[CH3:20])[CH:14]([C:28]2[CH:33]=[CH:32][C:31]([CH2:34]Cl)=[CH:30][CH:29]=2)[CH:13]([O:36][CH2:37][C:38]2[CH:39]=[CH:40][C:41]3[O:46][CH2:45][CH2:44][N:43]([CH2:47][CH2:48][CH2:49][O:50][CH3:51])[C:42]=3[CH:52]=2)[CH2:12]1)=[O:10])[C:2]1[CH:7]=[CH:6][CH:5]=[CH:4][CH:3]=1.[F:53][C:54]1[CH:63]=[CH:62][C:61]([F:64])=[CH:60][C:55]=1[O:56][CH2:57][CH2:58][OH:59]. (7) Given the product [CH3:35][C:22]1([CH3:36])[O:21][C:20]([NH:19][C@H:11]([C:12]2[CH:17]=[CH:16][CH:15]=[CH:14][C:13]=2[F:18])[CH2:10][CH2:9][OH:8])=[N:25][S:24](=[O:26])(=[O:27])[CH:23]1[C:28]1[CH:29]=[N:30][CH:31]=[CH:32][CH:33]=1, predict the reactants needed to synthesize it. The reactants are: [Si]([O:8][CH2:9][CH2:10][C@H:11]([NH:19][C:20]1[O:21][C:22]([CH3:36])([CH3:35])[CH:23]([C:28]2[CH:29]=[N:30][C:31](Cl)=[CH:32][CH:33]=2)[S:24](=[O:27])(=[O:26])[N:25]=1)[C:12]1[CH:17]=[CH:16][CH:15]=[CH:14][C:13]=1[F:18])(C(C)(C)C)(C)C.[H][H].